This data is from Catalyst prediction with 721,799 reactions and 888 catalyst types from USPTO. The task is: Predict which catalyst facilitates the given reaction. Reactant: [C:1]([CH:3]([CH:7]1[C:11]([Cl:12])=[C:10](Cl)C(=O)O1)[C:4]([NH2:6])=[O:5])#[N:2].Cl.[N:16]1([S:21]([C:24]2[CH:29]=[CH:28][CH:27]=[CH:26][C:25]=2[CH2:30][NH2:31])(=[O:23])=[O:22])[CH2:20][CH2:19][CH2:18][CH2:17]1.C(=O)([O-])[O-].[K+].[K+].[OH-].[Na+]. Product: [ClH:12].[Cl:12][C:11]1[CH:7]=[C:3]([C:4]([NH2:6])=[O:5])[C:1](=[NH:2])[N:31]([CH2:30][C:25]2[CH:26]=[CH:27][CH:28]=[CH:29][C:24]=2[S:21]([N:16]2[CH2:20][CH2:19][CH2:18][CH2:17]2)(=[O:23])=[O:22])[CH:10]=1. The catalyst class is: 8.